This data is from Full USPTO retrosynthesis dataset with 1.9M reactions from patents (1976-2016). The task is: Predict the reactants needed to synthesize the given product. (1) Given the product [C:17]([NH:4][C@H:3]([C:5]([OH:7])=[O:6])[C@H:2]([CH2:8][CH3:9])[OH:1])([O:19][CH2:20][CH:21]1[C:22]2[C:27](=[CH:26][CH:25]=[CH:24][CH:23]=2)[C:28]2[C:33]1=[CH:32][CH:31]=[CH:30][CH:29]=2)=[O:18], predict the reactants needed to synthesize it. The reactants are: [OH:1][C@@H:2]([CH2:8][CH3:9])[C@@H:3]([C:5]([OH:7])=[O:6])[NH2:4].C(=O)([O-])[O-].[Na+].[Na+].Cl[C:17]([O:19][CH2:20][CH:21]1[C:33]2[CH:32]=[CH:31][CH:30]=[CH:29][C:28]=2[C:27]2[C:22]1=[CH:23][CH:24]=[CH:25][CH:26]=2)=[O:18].Cl. (2) Given the product [CH2:20]([O:31][C:32](=[O:33])[NH:10][C@H:9]1[CH2:8][NH:7][C:6]1=[O:5])[CH2:21][CH2:22][CH2:23][CH2:24][CH2:25][CH2:26][CH2:27][CH2:28][C:29]#[CH:30], predict the reactants needed to synthesize it. The reactants are: C([O-])(=O)C.[O:5]=[C:6]1[C@@H:9]([NH3+:10])[CH2:8][NH:7]1.CCN(C(C)C)C(C)C.[CH2:20]([O:31][C:32](N1C=CC=CC1=O)=[O:33])[CH2:21][CH2:22][CH2:23][CH2:24][CH2:25][CH2:26][CH2:27][CH2:28][C:29]#[CH:30]. (3) Given the product [C:1]([NH:4][C:5]1[CH:6]=[CH:7][C:8]([CH2:11][CH2:12][C:13]([NH:16][CH2:17][C:18]([N:20]([C:22]2[CH:27]=[CH:26][C:25]([Cl:28])=[C:24]([CH2:29][O:30][C:31]3[CH:32]=[CH:33][CH:34]=[C:35]4[C:40]=3[N:39]=[C:38]([CH3:41])[CH:37]=[C:36]4[O:42][CH2:43][C:44]3[CH:49]=[CH:48][CH:47]=[CH:46][N:45]=3)[C:23]=2[Cl:50])[CH3:21])=[O:19])=[O:15])=[CH:9][CH:10]=1)(=[O:3])[CH3:2], predict the reactants needed to synthesize it. The reactants are: [C:1]([NH:4][C:5]1[CH:10]=[CH:9][C:8]([CH2:11][CH2:12][C:13]([OH:15])=O)=[CH:7][CH:6]=1)(=[O:3])[CH3:2].[NH2:16][CH2:17][C:18]([N:20]([C:22]1[CH:27]=[CH:26][C:25]([Cl:28])=[C:24]([CH2:29][O:30][C:31]2[CH:32]=[CH:33][CH:34]=[C:35]3[C:40]=2[N:39]=[C:38]([CH3:41])[CH:37]=[C:36]3[O:42][CH2:43][C:44]2[CH:49]=[CH:48][CH:47]=[CH:46][N:45]=2)[C:23]=1[Cl:50])[CH3:21])=[O:19].ClC1C(COC2C3N=C(OC)N(CC4C=CC=CN=4)C=3C=CC=2)=C(Cl)C=CC=1N(C)C(=O)CNC(=O)CCC1C=CC(C(NCCOC)=O)=CC=1. (4) Given the product [F:8][C:4]1[CH:5]=[CH:6][CH:7]=[C:2]([F:1])[C:3]=1[CH:9]1[CH2:10][O:11][C:12]2[CH:18]=[C:17]([C:34]3[N:35]=[C:36]([C:41]4[CH:45]=[C:44]([CH3:46])[O:43][N:42]=4)[S:37][C:38]=3[CH2:39][CH3:40])[CH:16]=[CH:15][C:13]=2[NH:14]1, predict the reactants needed to synthesize it. The reactants are: [F:1][C:2]1[CH:7]=[CH:6][CH:5]=[C:4]([F:8])[C:3]=1[CH:9]1[NH:14][C:13]2[CH:15]=[CH:16][C:17](B3OC(C)(C)C(C)(C)O3)=[CH:18][C:12]=2[O:11][CH2:10]1.FC(F)(F)S(O[C:34]1[N:35]=[C:36]([C:41]2[CH:45]=[C:44]([CH3:46])[O:43][N:42]=2)[S:37][C:38]=1[CH2:39][CH3:40])(=O)=O. (5) Given the product [Si:43]([O:44][C@H:45]([CH2:48][CH2:49][CH2:50][CH2:51][CH3:52])/[CH:11]=[CH:10]/[C@@H:9]1[C@@H:8]2[C@@H:4]([CH:5]=[C:6]([CH2:12][CH2:13][CH2:14][CH2:15][C:16]([O:18][CH3:19])=[O:17])[CH2:7]2)[CH2:3][C@H:2]1[OH:1])([C:39]([CH3:40])([CH3:41])[CH3:42])([CH3:54])[CH3:53].[Si:43]([O:44][C@H:45]([CH2:48][CH2:49][CH2:50][CH2:51][CH3:52])/[CH:30]=[CH:29]/[C@H:28]1[C@H:27]2[C@H:23]([CH:24]=[C:25]([CH2:31][CH2:32][CH2:33][CH2:34][C:35]([O:37][CH3:38])=[O:36])[CH2:26]2)[CH2:22][C@@H:21]1[OH:20])([C:39]([CH3:40])([CH3:41])[CH3:42])([CH3:54])[CH3:53], predict the reactants needed to synthesize it. The reactants are: [OH:1][C@H:2]1[C@H:9]([CH:10]=[CH2:11])[C@@H:8]2[C@@H:4]([CH:5]=[C:6]([CH2:12][CH2:13][CH2:14][CH2:15][C:16]([O:18][CH3:19])=[O:17])[CH2:7]2)[CH2:3]1.[OH:20][C@@H:21]1[C@@H:28]([CH:29]=[CH2:30])[C@H:27]2[C@H:23]([CH:24]=[C:25]([CH2:31][CH2:32][CH2:33][CH2:34][C:35]([O:37][CH3:38])=[O:36])[CH2:26]2)[CH2:22]1.[C:39]([Si:43]([CH3:54])([CH3:53])[O:44][C@H:45]([CH2:48][CH2:49][CH2:50][CH2:51][CH3:52])C=C)([CH3:42])([CH3:41])[CH3:40]. (6) Given the product [CH2:22]([O:24][P:25]([CH2:30][O:31][C:32]1[CH:37]=[C:36]([Cl:38])[C:35]([C:39]2[NH:1][C:2]3[CH:3]=[C:4]([C:5](=[O:6])[NH:7][C:8]4[CH:17]=[CH:16][C:15]5[C:10](=[CH:11][CH:12]=[CH:13][CH:14]=5)[N:9]=4)[CH:18]=[CH:19][C:20]=3[N:21]=2)=[C:34]([Cl:41])[CH:33]=1)(=[O:29])[O:26][CH2:27][CH3:28])[CH3:23], predict the reactants needed to synthesize it. The reactants are: [NH2:1][C:2]1[CH:3]=[C:4]([CH:18]=[CH:19][C:20]=1[NH2:21])[C:5]([NH:7][C:8]1[CH:17]=[CH:16][C:15]2[C:10](=[CH:11][CH:12]=[CH:13][CH:14]=2)[N:9]=1)=[O:6].[CH2:22]([O:24][P:25]([CH2:30][O:31][C:32]1[CH:37]=[C:36]([Cl:38])[C:35]([CH:39]=O)=[C:34]([Cl:41])[CH:33]=1)(=[O:29])[O:26][CH2:27][CH3:28])[CH3:23]. (7) Given the product [CH2:8]([N:1]([CH2:5][CH2:6][OH:7])[CH2:2][CH2:3][OH:4])[C:9]1[CH:14]=[CH:13][CH:12]=[CH:11][CH:10]=1, predict the reactants needed to synthesize it. The reactants are: [NH:1]([CH2:5][CH2:6][OH:7])[CH2:2][CH2:3][OH:4].[CH2:8](Br)[C:9]1[CH:14]=[CH:13][CH:12]=[CH:11][CH:10]=1.C(=O)([O-])[O-].[K+].[K+]. (8) Given the product [Cl:1][C:2]1[C:7]([F:8])=[CH:6][C:5]2[N:9]=[C:10]([C:11]3[CH:12]=[N:13][CH:14]=[CH:15][C:16]=3[C:17]([F:20])([F:19])[F:18])[N:22]([CH3:23])[C:4]=2[CH:3]=1, predict the reactants needed to synthesize it. The reactants are: [Cl:1][C:2]1[C:7]([F:8])=[CH:6][C:5]([NH:9][C:10](=O)[C:11]2[C:16]([C:17]([F:20])([F:19])[F:18])=[CH:15][CH:14]=[N:13][CH:12]=2)=[C:4]([NH:22][CH3:23])[CH:3]=1.C1CCN2C(=NCCC2)CC1. (9) Given the product [CH2:28]([N:35]1[CH2:40][CH2:39][CH:38]([O:27][C:22]2[CH:23]=[CH:24][CH:25]=[CH:26][C:21]=2[Cl:20])[CH2:37][CH2:36]1)[C:29]1[CH:34]=[CH:33][CH:32]=[CH:31][CH:30]=1, predict the reactants needed to synthesize it. The reactants are: C1(P(C2C=CC=CC=2)C2C=CC=CC=2)C=CC=CC=1.[Cl:20][C:21]1[CH:26]=[CH:25][CH:24]=[CH:23][C:22]=1[OH:27].[CH2:28]([N:35]1[CH2:40][CH2:39][CH:38](O)[CH2:37][CH2:36]1)[C:29]1[CH:34]=[CH:33][CH:32]=[CH:31][CH:30]=1. (10) Given the product [CH3:1][S:2]([NH:5][C:6]1[CH:11]=[C:10]([CH2:12][NH:13][C:14]([C:16]2[C:17]3[CH:24]=[N:23][N:22]([C:25]4[CH:30]=[CH:29][C:28]([F:31])=[CH:27][CH:26]=4)[C:18]=3[CH:19]=[N:20][CH:21]=2)=[O:15])[CH:9]=[CH:8][N:7]=1)(=[O:4])=[O:3], predict the reactants needed to synthesize it. The reactants are: [CH3:1][S:2]([NH:5][C:6]1(NS(C)(=O)=O)[CH:11]=[C:10]([CH2:12][NH:13][C:14]([C:16]2[C:17]3[CH:24]=[N:23][N:22]([C:25]4[CH:30]=[CH:29][C:28]([F:31])=[CH:27][CH:26]=4)[C:18]=3[CH:19]=[N:20][CH:21]=2)=[O:15])[CH:9]=[CH:8][NH:7]1)(=[O:4])=[O:3].[F-].C([N+](CCCC)(CCCC)CCCC)CCC.